From a dataset of NCI-60 drug combinations with 297,098 pairs across 59 cell lines. Regression. Given two drug SMILES strings and cell line genomic features, predict the synergy score measuring deviation from expected non-interaction effect. Synergy scores: CSS=34.7, Synergy_ZIP=-1.45, Synergy_Bliss=-0.594, Synergy_Loewe=-0.416, Synergy_HSA=-0.0427. Cell line: MDA-MB-231. Drug 2: CC=C1C(=O)NC(C(=O)OC2CC(=O)NC(C(=O)NC(CSSCCC=C2)C(=O)N1)C(C)C)C(C)C. Drug 1: CC1=C(C=C(C=C1)NC2=NC=CC(=N2)N(C)C3=CC4=NN(C(=C4C=C3)C)C)S(=O)(=O)N.Cl.